The task is: Predict the reaction yield, written as a fraction of the theoretical maximum amount of product (1.0 means a 100% yield; for example, 0.34 means a 34% yield).. This data is from Reaction yield outcomes from USPTO patents with 853,638 reactions. (1) The reactants are Br[C:2]1[CH:7]=[CH:6][C:5]([C:8]2[NH:12][C:11]([C@@H:13]3[CH2:17][C@H:16]([F:18])[CH2:15][N:14]3[C:19](=[O:29])[C@@H:20]([NH:24][C:25](=[O:28])[O:26][CH3:27])[CH:21]([CH3:23])[CH3:22])=[N:10][CH:9]=2)=[CH:4][CH:3]=1.[CH3:30][C:31]1([CH3:47])[C:35]([CH3:37])([CH3:36])[O:34][B:33]([B:33]2[O:34][C:35]([CH3:37])([CH3:36])[C:31]([CH3:47])([CH3:30])[O:32]2)[O:32]1.C([O-])(=O)C.[K+]. The catalyst is O1CCOCC1. The product is [F:18][C@@H:16]1[CH2:15][N:14]([C:19](=[O:29])[C@@H:20]([NH:24][C:25](=[O:28])[O:26][CH3:27])[CH:21]([CH3:23])[CH3:22])[C@H:13]([C:11]2[NH:12][C:8]([C:5]3[CH:6]=[CH:7][C:2]([B:33]4[O:34][C:35]([CH3:37])([CH3:36])[C:31]([CH3:47])([CH3:30])[O:32]4)=[CH:3][CH:4]=3)=[CH:9][N:10]=2)[CH2:17]1. The yield is 0.909. (2) The reactants are [Br:1][CH2:2][CH2:3][OH:4].[C:5](Cl)(=[O:9])[C:6]([CH3:8])=[CH2:7].C(N(CC)CC)C. The catalyst is O1CCCC1. The product is [C:5]([O:4][CH2:3][CH2:2][Br:1])(=[O:9])[C:6]([CH3:8])=[CH2:7]. The yield is 0.900. (3) The reactants are FC(F)(F)S(O[C:7]1[C:16]2[C:11](=[CH:12][CH:13]=[C:14]([O:17][CH3:18])N=2)[N:10]=[CH:9][CH:8]=1)(=O)=O.[C:21]([O-])([O-])=O.[K+].[K+].CO[CH2:29][CH2:30]OC. The catalyst is O.C1C=CC([P]([Pd]([P](C2C=CC=CC=2)(C2C=CC=CC=2)C2C=CC=CC=2)([P](C2C=CC=CC=2)(C2C=CC=CC=2)C2C=CC=CC=2)[P](C2C=CC=CC=2)(C2C=CC=CC=2)C2C=CC=CC=2)(C2C=CC=CC=2)C2C=CC=CC=2)=CC=1. The product is [CH:29]([C:7]1[C:16]2[C:11](=[CH:12][CH:13]=[C:14]([O:17][CH3:18])[CH:21]=2)[N:10]=[CH:9][CH:8]=1)=[CH2:30]. The yield is 0.810.